This data is from Peptide-MHC class II binding affinity with 134,281 pairs from IEDB. The task is: Regression. Given a peptide amino acid sequence and an MHC pseudo amino acid sequence, predict their binding affinity value. This is MHC class II binding data. (1) The peptide sequence is FEFNKKAIETLNDNT. The MHC is DRB3_0101 with pseudo-sequence DRB3_0101. The binding affinity (normalized) is 0.0128. (2) The peptide sequence is PSAEFRRTAPPSLYG. The MHC is DRB1_0802 with pseudo-sequence DRB1_0802. The binding affinity (normalized) is 0.727. (3) The peptide sequence is MFIDERPGNRNPYEN. The MHC is DRB1_0101 with pseudo-sequence DRB1_0101. The binding affinity (normalized) is 0. (4) The peptide sequence is SKFGQAAAGDKPK. The MHC is HLA-DQA10501-DQB10301 with pseudo-sequence HLA-DQA10501-DQB10301. The binding affinity (normalized) is 0.0847. (5) The peptide sequence is LSGLKRASASSLRSI. The MHC is DRB1_0101 with pseudo-sequence DRB1_0101. The binding affinity (normalized) is 0. (6) The binding affinity (normalized) is 0.409. The MHC is HLA-DQA10301-DQB10301 with pseudo-sequence HLA-DQA10301-DQB10301. The peptide sequence is WGAIWRIDTPEVLKG. (7) The peptide sequence is HFILDGDNLFPKV. The MHC is DRB3_0101 with pseudo-sequence DRB3_0101. The binding affinity (normalized) is 0.882.